This data is from Peptide-MHC class I binding affinity with 185,985 pairs from IEDB/IMGT. The task is: Regression. Given a peptide amino acid sequence and an MHC pseudo amino acid sequence, predict their binding affinity value. This is MHC class I binding data. (1) The peptide sequence is AELLAACFA. The MHC is HLA-B44:03 with pseudo-sequence HLA-B44:03. The binding affinity (normalized) is 0.623. (2) The peptide sequence is RTELGVEFLK. The MHC is HLA-A68:01 with pseudo-sequence HLA-A68:01. The binding affinity (normalized) is 0.151. (3) The MHC is H-2-Kb with pseudo-sequence H-2-Kb. The binding affinity (normalized) is 0.203. The peptide sequence is RSSPASFEKK. (4) The peptide sequence is VIARTHTAL. The MHC is HLA-A11:01 with pseudo-sequence HLA-A11:01. The binding affinity (normalized) is 0.0847.